Dataset: Kir2.1 potassium channel HTS with 301,493 compounds. Task: Binary Classification. Given a drug SMILES string, predict its activity (active/inactive) in a high-throughput screening assay against a specified biological target. The compound is Fc1cc(c2nn3c(N4CCC(CC4)C(OCC)=O)cc(nc3c2)C)ccc1. The result is 0 (inactive).